Dataset: Forward reaction prediction with 1.9M reactions from USPTO patents (1976-2016). Task: Predict the product of the given reaction. (1) Given the reactants Br[C:2]1[C:3]([CH3:10])=[N:4][C:5]([F:9])=[CH:6][C:7]=1[CH3:8].[Li]C(C)(C)C.[C:16](=[O:18])=[O:17], predict the reaction product. The product is: [F:9][C:5]1[CH:6]=[C:7]([CH3:8])[C:2]([C:16]([OH:18])=[O:17])=[C:3]([CH3:10])[N:4]=1. (2) Given the reactants [CH3:1][C:2]([CH2:4][C:5]([CH3:8])([CH3:7])[CH3:6])=[CH2:3].[PH2:9]([OH:11])=[O:10], predict the reaction product. The product is: [CH3:3][CH:2]([CH2:4][C:5]([CH3:8])([CH3:7])[CH3:6])[CH2:1][PH:9](=[O:10])[OH:11].